From a dataset of Catalyst prediction with 721,799 reactions and 888 catalyst types from USPTO. Predict which catalyst facilitates the given reaction. (1) Reactant: Cl.[NH2:2][C:3]1[C:11]([OH:12])=[C:10]2[C:6]([CH2:7][CH2:8][CH:9]2[CH2:13][CH2:14][NH:15][C:16](=[O:18])[CH3:17])=[CH:5][CH:4]=1.[C:19]1([CH2:25][C:26](Cl)=[O:27])[CH:24]=[CH:23][CH:22]=[CH:21][CH:20]=1.O. Product: [C:16]([NH:15][CH2:14][CH2:13][CH:9]1[C:10]2[C:6](=[CH:5][CH:4]=[C:3]([NH:2][C:26](=[O:27])[CH2:25][C:19]3[CH:24]=[CH:23][CH:22]=[CH:21][CH:20]=3)[C:11]=2[OH:12])[CH2:7][CH2:8]1)(=[O:18])[CH3:17]. The catalyst class is: 17. (2) Reactant: [CH3:1][C:2]([CH2:4][CH2:5][CH2:6][CH2:7][N:8]1[C:18](=[O:19])[N:17]([CH3:20])[C:12]2[N:13]=[CH:14][N:15]([CH3:16])[C:11]=2[C:9]1=[O:10])=[O:3].C(Cl)Cl.[BH4-].[Na+]. Product: [OH:3][CH:2]([CH3:1])[CH2:4][CH2:5][CH2:6][CH2:7][N:8]1[C:9](=[O:10])[C:11]2[N:15]([CH3:16])[CH:14]=[N:13][C:12]=2[N:17]([CH3:20])[C:18]1=[O:19]. The catalyst class is: 5. (3) Reactant: [Br:1]Br.[Cl:3][C:4]1[C:9]([Cl:10])=[C:8]([S:11][C:12]2[CH:17]=[CH:16][CH:15]=[CH:14][C:13]=2[CH:18]([CH3:20])[CH3:19])[CH:7]=[CH:6][C:5]=1[C:21](=[O:23])[CH3:22]. Product: [Br:1][CH2:22][C:21]([C:5]1[CH:6]=[CH:7][C:8]([S:11][C:12]2[CH:17]=[CH:16][CH:15]=[CH:14][C:13]=2[CH:18]([CH3:20])[CH3:19])=[C:9]([Cl:10])[C:4]=1[Cl:3])=[O:23]. The catalyst class is: 12. (4) Reactant: [F:1][C:2]1[CH:7]=[C:6]([C:8]2[CH:13]=[C:12]([F:14])[CH:11]=[CH:10][C:9]=2[N+:15]([O-])=[O:16])[C:5]([C:18]([O:20]C)=O)=[CH:4][CH:3]=1.[H][H]. Product: [F:14][C:12]1[CH:11]=[CH:10][C:9]2[N:15]([OH:16])[C:18](=[O:20])[C:5]3[C:6](=[CH:7][C:2]([F:1])=[CH:3][CH:4]=3)[C:8]=2[CH:13]=1. The catalyst class is: 43.